From a dataset of Peptide-MHC class II binding affinity with 134,281 pairs from IEDB. Regression. Given a peptide amino acid sequence and an MHC pseudo amino acid sequence, predict their binding affinity value. This is MHC class II binding data. (1) The peptide sequence is EKKYWAATQFEPLAA. The MHC is DRB1_1602 with pseudo-sequence DRB1_1602. The binding affinity (normalized) is 0.544. (2) The peptide sequence is ALWNLHGQALFLGIVL. The MHC is DRB1_0101 with pseudo-sequence DRB1_0101. The binding affinity (normalized) is 0.596. (3) The binding affinity (normalized) is 0.743. The MHC is DRB1_0701 with pseudo-sequence DRB1_0701. The peptide sequence is YDKFLPNVSTVLTGK. (4) The peptide sequence is PALLALLALPALLLL. The MHC is HLA-DQA10101-DQB10501 with pseudo-sequence HLA-DQA10101-DQB10501. The binding affinity (normalized) is 0.545. (5) The peptide sequence is MLSPMLHHWIKVEYG. The MHC is HLA-DQA10201-DQB10303 with pseudo-sequence HLA-DQA10201-DQB10303. The binding affinity (normalized) is 0. (6) The peptide sequence is TLTEALRVIAGTLEV. The MHC is HLA-DPA10201-DPB10101 with pseudo-sequence HLA-DPA10201-DPB10101. The binding affinity (normalized) is 0.557.